From a dataset of Reaction yield outcomes from USPTO patents with 853,638 reactions. Predict the reaction yield, written as a fraction of the theoretical maximum amount of product (1.0 means a 100% yield; for example, 0.34 means a 34% yield). (1) The reactants are [NH2:1][C:2]1[N:10]=[C:9]([CH2:11][O:12][CH3:13])[CH:8]=[CH:7][C:3]=1[C:4]([OH:6])=O.[F:14][C:15]1[CH:30]=[CH:29][C:18]([CH2:19][O:20][C:21]2[CH:28]=[CH:27][C:24]([CH2:25][NH2:26])=[CH:23][CH:22]=2)=[CH:17][CH:16]=1.F[P-](F)(F)(F)(F)F.N1(O[P+](N(C)C)(N(C)C)N(C)C)C2C=CC=CC=2N=N1.C(N(CC)CC)C. The catalyst is CN(C)C=O.O. The product is [NH2:1][C:2]1[N:10]=[C:9]([CH2:11][O:12][CH3:13])[CH:8]=[CH:7][C:3]=1[C:4]([NH:26][CH2:25][C:24]1[CH:27]=[CH:28][C:21]([O:20][CH2:19][C:18]2[CH:29]=[CH:30][C:15]([F:14])=[CH:16][CH:17]=2)=[CH:22][CH:23]=1)=[O:6]. The yield is 0.600. (2) The reactants are C[O:2][C:3]1[CH:4]=[C:5]2[C:10](=[CH:11][CH:12]=1)[CH2:9][CH:8]([N:13]1[C:21](=[O:22])[C:20]3[C:15](=[CH:16][CH:17]=[CH:18][CH:19]=3)[C:14]1=[O:23])[CH2:7][CH2:6]2.B(Br)(Br)Br.C(Cl)Cl. The catalyst is C(Cl)Cl. The product is [OH:2][C:3]1[CH:4]=[C:5]2[C:10](=[CH:11][CH:12]=1)[CH2:9][CH:8]([N:13]1[C:21](=[O:22])[C:20]3[C:15](=[CH:16][CH:17]=[CH:18][CH:19]=3)[C:14]1=[O:23])[CH2:7][CH2:6]2. The yield is 0.920.